From a dataset of Forward reaction prediction with 1.9M reactions from USPTO patents (1976-2016). Predict the product of the given reaction. (1) The product is: [CH:1]1([O:6][C:7](=[O:48])[C@@H:8]([NH2:40])[CH2:9][CH2:10][O:11][C:12]2[CH:13]=[C:14]3[C:19](=[CH:20][C:21]=2[O:22][CH3:23])[N:18]=[CH:17][CH:16]=[C:15]3[O:24][C:25]2[CH:26]=[CH:27][C:28]([NH:31][C:32](=[O:39])[C:33]3[CH:34]=[CH:35][CH:36]=[CH:37][CH:38]=3)=[CH:29][CH:30]=2)[CH2:2][CH2:3][CH2:4][CH2:5]1. Given the reactants [CH:1]1([O:6][C:7](=[O:48])[C@@H:8]([NH:40]C(OC(C)(C)C)=O)[CH2:9][CH2:10][O:11][C:12]2[CH:13]=[C:14]3[C:19](=[CH:20][C:21]=2[O:22][CH3:23])[N:18]=[CH:17][CH:16]=[C:15]3[O:24][C:25]2[CH:30]=[CH:29][C:28]([NH:31][C:32](=[O:39])[C:33]3[CH:38]=[CH:37][CH:36]=[CH:35][CH:34]=3)=[CH:27][CH:26]=2)[CH2:5][CH2:4][CH2:3][CH2:2]1, predict the reaction product. (2) Given the reactants C[C:2]1[C:3]([O:39][CH2:40][CH2:41][CH2:42][O:43][CH3:44])=[C:4]([CH:8]=[CH:9][C:10]=1[CH2:11][O:12][CH:13]1[CH:18]([C:19]2[CH:24]=[CH:23][C:22]([O:25][CH2:26][CH2:27][CH2:28][O:29][CH2:30][C:31]3[CH:36]=[CH:35][CH:34]=[CH:33][C:32]=3[O:37][CH3:38])=[CH:21][CH:20]=2)[CH2:17][CH2:16][NH:15][CH2:14]1)[C:5]([OH:7])=[O:6].[OH-].[Na+].Cl, predict the reaction product. The product is: [CH3:38][O:37][C:32]1[CH:33]=[CH:34][CH:35]=[CH:36][C:31]=1[CH2:30][O:29][CH2:28][CH2:27][CH2:26][O:25][C:22]1[CH:21]=[CH:20][C:19]([CH:18]2[CH2:17][CH2:16][NH:15][CH2:14][CH:13]2[O:12][CH2:11][C:10]2[CH:9]=[CH:8][C:4]([C:5]([OH:7])=[O:6])=[C:3]([O:39][CH2:40][CH2:41][CH2:42][O:43][CH3:44])[CH:2]=2)=[CH:24][CH:23]=1.